From a dataset of Peptide-MHC class I binding affinity with 185,985 pairs from IEDB/IMGT. Regression. Given a peptide amino acid sequence and an MHC pseudo amino acid sequence, predict their binding affinity value. This is MHC class I binding data. (1) The peptide sequence is AEMWAQDAA. The MHC is HLA-A24:02 with pseudo-sequence HLA-A24:02. The binding affinity (normalized) is 0. (2) The peptide sequence is GIVCYNEEV. The MHC is HLA-B46:01 with pseudo-sequence HLA-B46:01. The binding affinity (normalized) is 0.0847. (3) The peptide sequence is FLITGVFDI. The MHC is HLA-A02:03 with pseudo-sequence HLA-A02:03. The binding affinity (normalized) is 1.00. (4) The peptide sequence is EIDVSEVKT. The MHC is HLA-A68:02 with pseudo-sequence HLA-A68:02. The binding affinity (normalized) is 0.0846. (5) The peptide sequence is YTFEPHYFY. The MHC is HLA-A30:01 with pseudo-sequence HLA-A30:01. The binding affinity (normalized) is 0.622. (6) The peptide sequence is EQKGIQAWW. The MHC is HLA-B58:01 with pseudo-sequence HLA-B58:01. The binding affinity (normalized) is 0.0847. (7) The peptide sequence is STFATVLEY. The MHC is HLA-A03:01 with pseudo-sequence HLA-A03:01. The binding affinity (normalized) is 0.693.